From a dataset of Reaction yield outcomes from USPTO patents with 853,638 reactions. Predict the reaction yield, written as a fraction of the theoretical maximum amount of product (1.0 means a 100% yield; for example, 0.34 means a 34% yield). The product is [F:31][C:30]([F:33])([F:32])[C:28]([OH:34])=[O:29].[C:1]([C:5]1[N:6]([CH3:27])[CH:7]=[C:8]([C:10]2[CH:15]=[CH:14][N:13]=[C:12]3[NH:16][CH:17]=[CH:18][C:11]=23)[N:9]=1)([CH3:4])([CH3:2])[CH3:3]. The reactants are [C:1]([C:5]1[N:6]([CH3:27])[CH:7]=[C:8]([C:10]2[CH:15]=[CH:14][N:13]=[C:12]3[N:16](OCC[Si](C)(C)C)[C:17](C)=[CH:18][C:11]=23)[N:9]=1)([CH3:4])([CH3:3])[CH3:2].[C:28]([OH:34])([C:30]([F:33])([F:32])[F:31])=[O:29].CO.[NH4+].[OH-]. The yield is 0.900. No catalyst specified.